Predict the reactants needed to synthesize the given product. From a dataset of Full USPTO retrosynthesis dataset with 1.9M reactions from patents (1976-2016). (1) The reactants are: [Li].[C:2]([O:6][C:7](=[O:15])[NH:8][C:9]1[CH:13]=[CH:12][S:11][C:10]=1Br)([CH3:5])([CH3:4])[CH3:3].[CH3:16][Sn:17](Cl)([CH3:19])[CH3:18].[CH2:21]1[CH2:25]OC[CH2:22]1. Given the product [C:2]([O:6][C:7](=[O:15])[NH:8][C:9]1[CH:13]=[CH:12][S:11][C:10]=1[Sn:17]([CH2:19][CH2:22][CH2:21][CH3:25])([CH2:18][CH2:10][CH2:9][CH3:13])[CH2:16][CH2:3][CH2:2][CH3:4])([CH3:5])([CH3:4])[CH3:3], predict the reactants needed to synthesize it. (2) Given the product [F:2][C:3]1[CH:8]=[CH:7][CH:6]=[CH:5][C:4]=1[N:9]1[C:17]([OH:25])=[CH:18][C:19]([C:20]([O:22][CH2:23][CH3:24])=[O:21])=[N:10]1, predict the reactants needed to synthesize it. The reactants are: Cl.[F:2][C:3]1[CH:8]=[CH:7][CH:6]=[CH:5][C:4]=1[NH:9][NH2:10].C(=O)([O-])[O-].[K+].[K+].[C:17](OCC)(=[O:25])[C:18]#[C:19][C:20]([O:22][CH2:23][CH3:24])=[O:21].Cl. (3) Given the product [NH:21]1[CH2:22][CH2:23][CH2:24][CH:18]([N:15]2[CH2:16][CH2:17][C@@H:13]([NH:12][C:10](=[O:11])[CH2:9][NH:8][C:6](=[O:7])[C:5]3[CH:35]=[CH:36][CH:37]=[C:3]([C:2]([F:39])([F:1])[F:38])[CH:4]=3)[CH2:14]2)[CH2:19][CH2:20]1, predict the reactants needed to synthesize it. The reactants are: [F:1][C:2]([F:39])([F:38])[C:3]1[CH:4]=[C:5]([CH:35]=[CH:36][CH:37]=1)[C:6]([NH:8][CH2:9][C:10]([NH:12][C@@H:13]1[CH2:17][CH2:16][N:15]([CH:18]2[CH2:24][CH2:23][CH2:22][N:21](C(OCC3C=CC=CC=3)=O)[CH2:20][CH2:19]2)[CH2:14]1)=[O:11])=[O:7].[H][H]. (4) Given the product [C:1]([O:5][C:6]([N:8]1[CH2:9][CH2:10][N:11]([C:14]2[CH:22]=[CH:21][CH:20]=[C:19]3[C:15]=2[CH2:16][CH2:17][N:18]3[CH2:23][C:24]2[CH:29]=[CH:28][CH:27]=[C:26]([F:30])[CH:25]=2)[CH2:12][CH2:13]1)=[O:7])([CH3:4])([CH3:2])[CH3:3], predict the reactants needed to synthesize it. The reactants are: [C:1]([O:5][C:6]([N:8]1[CH2:13][CH2:12][N:11]([C:14]2[CH:22]=[CH:21][CH:20]=[C:19]3[C:15]=2[C:16](Br)=[CH:17][N:18]3[CH2:23][C:24]2[CH:29]=[CH:28][CH:27]=[C:26]([F:30])[CH:25]=2)[CH2:10][CH2:9]1)=[O:7])([CH3:4])([CH3:3])[CH3:2].P(=O)(O)(O)O.[OH-].[Na+].CCOCC. (5) Given the product [Cl:1][C:2]1[CH:7]=[CH:6][C:5]([CH:8]([C:11]2([C:14]([OH:16])=[O:15])[CH2:13][CH2:12]2)[CH2:9][CH3:10])=[CH:4][C:3]=1[N+:26]([O-:28])=[O:27], predict the reactants needed to synthesize it. The reactants are: [Cl:1][C:2]1[CH:7]=[CH:6][C:5]([CH:8]([C:11]2([C:14]([O:16]C(C)(C)C)=[O:15])[CH2:13][CH2:12]2)[CH2:9][CH3:10])=[CH:4][CH:3]=1.[B-](F)(F)(F)F.[N:26]#[O+:27].[OH2:28]. (6) Given the product [ClH:35].[ClH:35].[ClH:35].[NH2:7][C@H:8]([CH2:27][C:28]1[CH:33]=[CH:32][CH:31]=[CH:30][CH:29]=1)[C:9]([N:10]1[CH2:15][CH2:14][N:13]([C:16]2[C:17]3[CH:25]=[CH:24][CH:23]=[N:22][C:18]=3[N:19]=[CH:20][N:21]=2)[CH2:12][CH2:11]1)=[O:26], predict the reactants needed to synthesize it. The reactants are: C(OC(=O)[NH:7][CH:8]([CH2:27][C:28]1[CH:33]=[CH:32][CH:31]=[CH:30][CH:29]=1)[C:9](=[O:26])[N:10]1[CH2:15][CH2:14][N:13]([C:16]2[C:17]3[CH:25]=[CH:24][CH:23]=[N:22][C:18]=3[N:19]=[CH:20][N:21]=2)[CH2:12][CH2:11]1)(C)(C)C.[ClH:35].O1CCOCC1. (7) The reactants are: [C:1](N1C=CN=C1)(N1C=CN=C1)=O.[F:13][C:14]1[CH:19]=[C:18]([F:20])[CH:17]=[CH:16][C:15]=1[CH:21]([N:32]1[C@H:37]([CH2:38][CH:39]([CH3:41])[CH3:40])[C:36](=[O:42])[NH:35][C@H:34]([CH:43]2[CH2:51][C:50]3[C:45](=[CH:46][CH:47]=[CH:48][CH:49]=3)[CH2:44]2)[C:33]1=[O:52])[C:22]([NH:24][C:25]1C=CC=CC=1O)=[O:23].CNC.O1CCCC1. Given the product [F:13][C:14]1[CH:19]=[C:18]([F:20])[CH:17]=[CH:16][C:15]=1[C@@H:21]([N:32]1[C@H:37]([CH2:38][CH:39]([CH3:41])[CH3:40])[C:36](=[O:42])[NH:35][C@H:34]([CH:43]2[CH2:44][C:45]3[C:50](=[CH:49][CH:48]=[CH:47][CH:46]=3)[CH2:51]2)[C:33]1=[O:52])[C:22]([N:24]([CH3:1])[CH3:25])=[O:23], predict the reactants needed to synthesize it. (8) Given the product [F:1][C:2]1[CH:8]=[C:7]([F:9])[CH:6]=[C:4]2[C:3]=1[CH:11]=[CH:12][C:13]([CH3:14])=[N:5]2, predict the reactants needed to synthesize it. The reactants are: [F:1][C:2]1[CH:3]=[C:4]([CH:6]=[C:7]([F:9])[CH:8]=1)[NH2:5].Cl.[CH:11](=O)/[CH:12]=[CH:13]/[CH3:14].[OH-].[Na+]. (9) Given the product [O:15]1[CH2:14][CH2:9][CH:10]([N:16]2[CH2:21][CH2:20][CH2:19][C@H:18]([NH:22][C:23](=[O:29])[O:24][C:25]([CH3:27])([CH3:26])[CH3:28])[CH2:17]2)[CH2:11][CH2:12]1, predict the reactants needed to synthesize it. The reactants are: ClC1C=CC(C2[C:9]([CH:14]=[O:15])=[CH:10][CH:11]=[CH:12]C=2)=CC=1.[NH:16]1[CH2:21][CH2:20][CH2:19][C@H:18]([NH:22][C:23](=[O:29])[O:24][C:25]([CH3:28])([CH3:27])[CH3:26])[CH2:17]1.N1(C(OC(C)(C)C)=O)CCNCC1. (10) Given the product [CH2:13]([C:15]1[N:16]([C:40]2[CH:41]=[CH:42][C:43]([N:46]3[CH2:51][CH2:50][O:49][CH2:48][CH2:47]3)=[CH:44][CH:45]=2)[C:17](=[O:39])[C:18]([CH2:24][C:25]2[CH:26]=[CH:27][C:28]([C:31]3[CH:36]=[CH:35][CH:34]=[CH:33][C:32]=3[C:37]3[NH:3][C:4](=[O:7])[O:5][N:38]=3)=[CH:29][CH:30]=2)=[C:19]([CH2:21][CH2:22][CH3:23])[N:20]=1)[CH3:14], predict the reactants needed to synthesize it. The reactants are: [Cl-].O[NH3+:3].[C:4](=[O:7])([O-])[OH:5].[Na+].CS(C)=O.[CH2:13]([C:15]1[N:16]([C:40]2[CH:45]=[CH:44][C:43]([N:46]3[CH2:51][CH2:50][O:49][CH2:48][CH2:47]3)=[CH:42][CH:41]=2)[C:17](=[O:39])[C:18]([CH2:24][C:25]2[CH:30]=[CH:29][C:28]([C:31]3[C:32]([C:37]#[N:38])=[CH:33][CH:34]=[CH:35][CH:36]=3)=[CH:27][CH:26]=2)=[C:19]([CH2:21][CH2:22][CH3:23])[N:20]=1)[CH3:14].